Dataset: Reaction yield outcomes from USPTO patents with 853,638 reactions. Task: Predict the reaction yield, written as a fraction of the theoretical maximum amount of product (1.0 means a 100% yield; for example, 0.34 means a 34% yield). (1) The reactants are [C:1]([O:5][C:6]([N:8]1[CH2:13][CH2:12][N:11]([C:14]2[CH:19]=[CH:18][CH:17]=[C:16]([C:20]3[C:28]4[C:23](=[CH:24][N:25]=[C:26](Br)[CH:27]=4)[N:22]([CH:30]4[CH2:35][CH2:34][CH2:33][CH2:32][O:31]4)[N:21]=3)[N:15]=2)[CH2:10][CH2:9]1)=[O:7])([CH3:4])([CH3:3])[CH3:2].[C:36]([O:42][CH2:43][CH3:44])(=[O:41])[CH2:37][C:38]([O-:40])=[O:39].C(=O)([O-])[O-].[Cs+].[Cs+].N1C=CC=[CH:53][C:52]=1C(O)=O. The catalyst is O1CCOCC1.[Cu]I. The product is [C:1]([O:5][C:6]([N:8]1[CH2:13][CH2:12][N:11]([C:14]2[N:15]=[C:16]([C:20]3[C:28]4[C:23](=[CH:24][N:25]=[C:26]([CH:37]([C:38]([O:40][CH2:52][CH3:53])=[O:39])[C:36]([O:42][CH2:43][CH3:44])=[O:41])[CH:27]=4)[N:22]([CH:30]4[CH2:35][CH2:34][CH2:33][CH2:32][O:31]4)[N:21]=3)[CH:17]=[CH:18][CH:19]=2)[CH2:10][CH2:9]1)=[O:7])([CH3:4])([CH3:3])[CH3:2]. The yield is 0.470. (2) The reactants are [C:1]([O:5][C:6]([NH:8][C@@H:9]1[CH2:13][CH2:12][C@H:11]([C:14]([OH:16])=O)[CH2:10]1)=[O:7])([CH3:4])([CH3:3])[CH3:2].[CH2:17]([O:24][N:25]1[C:31](=[O:32])[N:30]2[CH2:33][C@H:26]1[CH2:27][CH2:28][C@H:29]2[C:34]([NH:36][NH2:37])=[O:35])[C:18]1[CH:23]=[CH:22][CH:21]=[CH:20][CH:19]=1.CN(C(ON1N=NC2C=CC=NC1=2)=[N+](C)C)C.F[P-](F)(F)(F)(F)F.CCN(C(C)C)C(C)C. The catalyst is CN(C=O)C.O. The product is [CH2:17]([O:24][N:25]1[C:31](=[O:32])[N:30]2[CH2:33][C@H:26]1[CH2:27][CH2:28][C@H:29]2[C:34]([NH:36][NH:37][C:14]([C@H:11]1[CH2:12][CH2:13][C@@H:9]([NH:8][C:6](=[O:7])[O:5][C:1]([CH3:2])([CH3:3])[CH3:4])[CH2:10]1)=[O:16])=[O:35])[C:18]1[CH:23]=[CH:22][CH:21]=[CH:20][CH:19]=1. The yield is 0.550.